Predict which catalyst facilitates the given reaction. From a dataset of Catalyst prediction with 721,799 reactions and 888 catalyst types from USPTO. Reactant: [N:1]1[C:11]2[C:6](=[CH:7][CH:8]=[CH:9][CH:10]=2)[C:4]([CH3:5])=[CH:3][CH:2]=1.[CH2:12]([Br:19])[C:13]1[CH:18]=[CH:17][CH:16]=[CH:15][CH:14]=1. Product: [Br-:19].[CH2:12]([N+:1]1[C:11]2[C:6](=[CH:7][CH:8]=[CH:9][CH:10]=2)[C:4]([CH3:5])=[CH:3][CH:2]=1)[C:13]1[CH:18]=[CH:17][CH:16]=[CH:15][CH:14]=1. The catalyst class is: 11.